This data is from Forward reaction prediction with 1.9M reactions from USPTO patents (1976-2016). The task is: Predict the product of the given reaction. (1) Given the reactants [Si:1]([O:8][CH2:9][CH:10]([N:12]1[C:20]2[CH:19]=[CH:18][N:17]=[CH:16][C:15]=2[C:14](I)=[CH:13]1)[CH3:11])([C:4]([CH3:7])([CH3:6])[CH3:5])([CH3:3])[CH3:2].C([Mg]Cl)(C)C.[Br:27][C:28]1[CH:29]=[N:30][CH:31]=[C:32]([CH:39]=1)[C:33](N(OC)C)=[O:34], predict the reaction product. The product is: [Br:27][C:28]1[CH:39]=[C:32]([C:33]([C:14]2[C:15]3[CH:16]=[N:17][CH:18]=[CH:19][C:20]=3[N:12]([C@@H:10]([CH3:11])[CH2:9][O:8][Si:1]([C:4]([CH3:7])([CH3:6])[CH3:5])([CH3:3])[CH3:2])[CH:13]=2)=[O:34])[CH:31]=[N:30][CH:29]=1. (2) Given the reactants [F:1][C:2]1[CH:7]=[C:6]([N+:8]([O-:10])=[O:9])[CH:5]=[CH:4][C:3]=1I.C([O-])(=O)C.[K+].[B:17]1([B:17]2[O:21][C:20]([CH3:23])([CH3:22])[C:19]([CH3:25])([CH3:24])[O:18]2)[O:21][C:20]([CH3:23])([CH3:22])[C:19]([CH3:25])([CH3:24])[O:18]1.N#N.C1(C)C=CC=CC=1, predict the reaction product. The product is: [F:1][C:2]1[CH:7]=[C:6]([N+:8]([O-:10])=[O:9])[CH:5]=[CH:4][C:3]=1[B:17]1[O:21][C:20]([CH3:23])([CH3:22])[C:19]([CH3:25])([CH3:24])[O:18]1. (3) Given the reactants O[CH:2]([CH2:15][N:16]1[CH2:21][CH2:20][N:19]([C:22]2[CH:27]=[CH:26][CH:25]=[CH:24][C:23]=2[O:28][CH:29]([CH3:31])[CH3:30])[CH2:18][CH2:17]1)[CH2:3][N:4]1[C:12](=[O:13])[CH:11]2[CH:6]([CH2:7][CH:8]=[CH:9][CH2:10]2)[C:5]1=[O:14].C(S(F)(F)([F:38])(CC)N)C.O, predict the reaction product. The product is: [F:38][CH:2]([CH2:15][N:16]1[CH2:21][CH2:20][N:19]([C:22]2[CH:27]=[CH:26][CH:25]=[CH:24][C:23]=2[O:28][CH:29]([CH3:31])[CH3:30])[CH2:18][CH2:17]1)[CH2:3][N:4]1[C:12](=[O:13])[CH:11]2[CH:6]([CH2:7][CH:8]=[CH:9][CH2:10]2)[C:5]1=[O:14]. (4) Given the reactants Cl[CH:2](Cl)[C:3]1[CH:4]=[N:5][N:6]([CH3:11])[C:7]=1[N+:8]([O-:10])=[O:9].C([OH:15])C, predict the reaction product. The product is: [CH3:11][N:6]1[C:7]([N+:8]([O-:10])=[O:9])=[C:3]([CH:2]=[O:15])[CH:4]=[N:5]1. (5) Given the reactants [CH2:1]([N:5]1[N:9]=[C:8]([C:10]([O:12]CC)=[O:11])[CH:7]=[N:6]1)[CH2:2][CH2:3][CH3:4].C(O)C.[OH-].[K+], predict the reaction product. The product is: [CH2:1]([N:5]1[N:9]=[C:8]([C:10]([OH:12])=[O:11])[CH:7]=[N:6]1)[CH2:2][CH2:3][CH3:4]. (6) Given the reactants Cl.[CH3:2][C:3]1[CH:24]=[C:23](C)[C:22]([C:26]2[NH:39][C:29]3[CH:30]=[N:31][C:32]([N:34]4C[CH2:37][CH2:36][CH2:35]4)=[CH:33][C:28]=3[N:27]=2)=[CH:21][C:4]=1[C:5]([N:7]1[CH2:12][CH2:11][CH:10]([C:13]2[CH:20]=[CH:19][C:16]([C:17]#[N:18])=[CH:15][CH:14]=2)[CH2:9][CH2:8]1)=[O:6].[F:40]C1C=CC(C(O)=O)=C(C)C=1.N1CCC1.CC1C=C(C)C=CC=1C(O)=O.N1CCCC1, predict the reaction product. The product is: [N:34]1([C:32]2[N:31]=[CH:30][C:29]3[NH:39][C:26]([C:22]4[C:23]([F:40])=[CH:24][C:3]([CH3:2])=[C:4]([CH:21]=4)[C:5]([N:7]4[CH2:8][CH2:9][CH:10]([C:13]5[CH:20]=[CH:19][C:16]([C:17]#[N:18])=[CH:15][CH:14]=5)[CH2:11][CH2:12]4)=[O:6])=[N:27][C:28]=3[CH:33]=2)[CH2:37][CH2:36][CH2:35]1. (7) Given the reactants [C:1]([O:5][C:6]([NH:8][C@@H:9]([CH2:22][O:23][Si](C(C)(C)C)(C)C)[CH2:10][O:11][C:12]1[CH:13]=[N:14][CH:15]=[C:16]([CH:21]=1)[C:17](OC)=O)=[O:7])([CH3:4])([CH3:3])[CH3:2].[CH3:31][O:32][C:33]1[CH:34]=[C:35]2[C:40](=[CH:41][C:42]=1[O:43][CH3:44])[N:39]=[CH:38][C:37]([C:45]#[N:46])=[C:36]2[CH3:47].C[Si](C)(C)[NH:50][Si](C)(C)C.[Li].[Cl-].[NH4+], predict the reaction product. The product is: [NH2:46][C:45]1[N:50]=[C:17]([C:16]2[CH:21]=[C:12]([O:11][CH2:10][C@@H:9]([NH:8][C:6](=[O:7])[O:5][C:1]([CH3:2])([CH3:3])[CH3:4])[CH2:22][OH:23])[CH:13]=[N:14][CH:15]=2)[CH:47]=[C:36]2[C:37]=1[CH:38]=[N:39][C:40]1[CH:41]=[C:42]([O:43][CH3:44])[C:33]([O:32][CH3:31])=[CH:34][C:35]2=1. (8) Given the reactants Cl[CH2:2][C:3]([N:5]1[CH2:10][CH2:9][CH:8]([CH2:11][O:12][C:13]2[CH:22]=[C:21]3[C:16]([C:17]([O:23][C:24]4[CH:25]=[C:26]5[C:30](=[CH:31][CH:32]=4)[NH:29][CH:28]=[C:27]5[CH3:33])=[N:18][CH:19]=[N:20]3)=[CH:15][C:14]=2[O:34][CH3:35])[CH2:7][CH2:6]1)=[O:4].[NH:36]1[CH2:40][CH2:39][CH2:38][CH2:37]1.[I-].[K+], predict the reaction product. The product is: [CH3:35][O:34][C:14]1[CH:15]=[C:16]2[C:21](=[CH:22][C:13]=1[O:12][CH2:11][CH:8]1[CH2:9][CH2:10][N:5]([C:3](=[O:4])[CH2:2][N:36]3[CH2:40][CH2:39][CH2:38][CH2:37]3)[CH2:6][CH2:7]1)[N:20]=[CH:19][N:18]=[C:17]2[O:23][C:24]1[CH:25]=[C:26]2[C:30](=[CH:31][CH:32]=1)[NH:29][CH:28]=[C:27]2[CH3:33]. (9) Given the reactants [CH2:1]([C@@H:3]1[CH2:7][CH2:6][CH2:5][NH:4]1)[CH3:2].[Cl:8][C:9]1[CH:14]=[C:13](Cl)[N:12]=[C:11]([NH:16][CH3:17])[N:10]=1, predict the reaction product. The product is: [Cl:8][C:9]1[CH:14]=[C:13]([N:4]2[CH2:5][CH2:6][CH2:7][C@H:3]2[CH2:1][CH3:2])[N:12]=[C:11]([NH:16][CH3:17])[N:10]=1.